This data is from Forward reaction prediction with 1.9M reactions from USPTO patents (1976-2016). The task is: Predict the product of the given reaction. (1) Given the reactants [NH2:1][C:2]1[CH:3]=[CH:4][C:5]2[N:11]=[C:10]([C:12]3[CH:17]=[CH:16][CH:15]=[C:14]([Br:18])[CH:13]=3)[CH2:9][C:8](=[O:19])[NH:7][C:6]=2[CH:20]=1.CCN(CC)CC.Cl[C:29]([O:31][CH2:32][C:33]1[CH:38]=[CH:37][CH:36]=[CH:35][CH:34]=1)=[O:30], predict the reaction product. The product is: [Br:18][C:14]1[CH:13]=[C:12]([C:10]2[CH2:9][C:8](=[O:19])[NH:7][C:6]3[CH:20]=[C:2]([NH:1][C:29](=[O:30])[O:31][CH2:32][C:33]4[CH:38]=[CH:37][CH:36]=[CH:35][CH:34]=4)[CH:3]=[CH:4][C:5]=3[N:11]=2)[CH:17]=[CH:16][CH:15]=1. (2) Given the reactants [OH:1][C:2]1[CH:3]=[C:4]([CH:15]=[C:16]([O:18][C@H:19]2[CH2:23][CH2:22][N:21]([CH3:24])[C:20]2=[O:25])[CH:17]=1)[C:5]([NH:7][C:8]1[CH:13]=[N:12][C:11]([CH3:14])=[CH:10][N:9]=1)=[O:6].[N:26]1([C:30]([C:32]2[CH:37]=[CH:36][C:35](F)=[C:34]([Cl:39])[CH:33]=2)=[O:31])[CH2:29][CH2:28][CH2:27]1.C(=O)([O-])[O-].[K+].[K+], predict the reaction product. The product is: [N:26]1([C:30]([C:32]2[CH:37]=[CH:36][C:35]([O:1][C:2]3[CH:3]=[C:4]([CH:15]=[C:16]([O:18][C@H:19]4[CH2:23][CH2:22][N:21]([CH3:24])[C:20]4=[O:25])[CH:17]=3)[C:5]([NH:7][C:8]3[CH:13]=[N:12][C:11]([CH3:14])=[CH:10][N:9]=3)=[O:6])=[C:34]([Cl:39])[CH:33]=2)=[O:31])[CH2:29][CH2:28][CH2:27]1. (3) Given the reactants [N+:1]([C:4]1[C:13]2[C:8](=[CH:9][CH:10]=[CH:11][CH:12]=2)[C:7]([O:14][CH2:15][C:16]2[CH:21]=[CH:20][N:19]=[C:18]([NH2:22])[N:17]=2)=[CH:6][CH:5]=1)([O-])=O.C(Cl)Cl.[H][H], predict the reaction product. The product is: [NH2:1][C:4]1[C:13]2[C:8](=[CH:9][CH:10]=[CH:11][CH:12]=2)[C:7]([O:14][CH2:15][C:16]2[CH:21]=[CH:20][N:19]=[C:18]([NH2:22])[N:17]=2)=[CH:6][CH:5]=1. (4) Given the reactants Cl.[O:2]1CCOC[CH2:3]1.[CH2:8]([O:15][C:16]1[CH:17]=[C:18]([CH2:31][CH2:32][OH:33])[CH:19]=[CH:20][C:21]=1[CH2:22][C:23]1[CH:28]=[CH:27][C:26](CC)=[CH:25][CH:24]=1)[C:9]1[CH:14]=[CH:13][CH:12]=[CH:11][CH:10]=1, predict the reaction product. The product is: [CH2:8]([O:15][C:16]1[CH:17]=[C:18]([CH2:31][CH:32]=[O:33])[CH:19]=[CH:20][C:21]=1[CH2:22][C:23]1[CH:24]=[CH:25][C:26]([O:2][CH3:3])=[CH:27][CH:28]=1)[C:9]1[CH:14]=[CH:13][CH:12]=[CH:11][CH:10]=1. (5) Given the reactants [CH:1](NC(C)C)([CH3:3])[CH3:2].C([Li])CCC.[C:13]([N:16]1[CH2:25][CH2:24][C:23]2[C:18](=[CH:19][C:20]([O:28][CH3:29])=[C:21]([O:26][CH3:27])[CH:22]=2)[C:17]21[CH2:34][CH2:33][CH:32]([C:35]([OH:37])=[O:36])[CH2:31][CH:30]2[CH:38]1[C:47]2[C:42](=[CH:43][C:44]([O:50][CH3:51])=[C:45]([O:48][CH3:49])[CH:46]=2)[CH2:41][CH2:40][N:39]1[CH2:52][CH3:53])(=[O:15])[CH3:14].C(Br)C=C.Cl, predict the reaction product. The product is: [C:13]([N:16]1[CH2:25][CH2:24][C:23]2[C:18](=[CH:19][C:20]([O:28][CH3:29])=[C:21]([O:26][CH3:27])[CH:22]=2)[C:17]21[CH2:34][CH2:33][CH:32]([C:35]([OH:37])=[O:36])[CH2:31][CH:30]2[CH:38]1[C:47]2[C:42](=[CH:43][C:44]([O:50][CH3:51])=[C:45]([O:48][CH3:49])[CH:46]=2)[CH2:41][CH2:40][N:39]1[CH2:52][CH3:53])(=[O:15])[CH2:14][CH2:3][CH:1]=[CH2:2]. (6) Given the reactants [OH-].[K+].[CH2:3]([O:6][C:7]1[C:16]([C:17](=[O:19])[CH3:18])=[C:15]2[C:10]([C:11](=[O:27])[C:12]([CH3:26])=[C:13]([C:20]3[CH:25]=[CH:24][CH:23]=[CH:22][CH:21]=3)[O:14]2)=[CH:9][CH:8]=1)[CH:4]=[CH2:5].[CH3:28][O:29][C:30]1[CH:31]=[C:32]([CH:35]=[CH:36][CH:37]=1)[CH:33]=O, predict the reaction product. The product is: [CH3:26][C:12]1[C:11](=[O:27])[C:10]2[C:15](=[C:16]([C:17](=[O:19])[CH:18]=[CH:33][C:32]3[CH:35]=[CH:36][CH:37]=[C:30]([O:29][CH3:28])[CH:31]=3)[C:7]([O:6][CH2:3][CH:4]=[CH2:5])=[CH:8][CH:9]=2)[O:14][C:13]=1[C:20]1[CH:21]=[CH:22][CH:23]=[CH:24][CH:25]=1. (7) Given the reactants I[C:2]1[CH:3]=[C:4]([C:8]2[CH2:14][C:13](=[O:15])[NH:12][C:11]3[CH:16]=[C:17]([C:20]#[C:21][C:22]4[CH:27]=[CH:26][CH:25]=[CH:24][CH:23]=4)[CH:18]=[CH:19][C:10]=3[N:9]=2)[CH:5]=[CH:6][CH:7]=1.[CH3:28][Si:29]([C:32]#[CH:33])([CH3:31])[CH3:30], predict the reaction product. The product is: [C:22]1([C:21]#[C:20][C:17]2[CH:18]=[CH:19][C:10]3[N:9]=[C:8]([C:4]4[CH:5]=[CH:6][CH:7]=[C:2]([C:33]#[C:32][Si:29]([CH3:31])([CH3:30])[CH3:28])[CH:3]=4)[CH2:14][C:13](=[O:15])[NH:12][C:11]=3[CH:16]=2)[CH:27]=[CH:26][CH:25]=[CH:24][CH:23]=1. (8) Given the reactants [C:1]1(B(O)O)[CH:6]=[CH:5][CH:4]=[CH:3][CH:2]=1.[CH:10]([C:13]1[CH:18]=[CH:17][CH:16]=[C:15]([CH:19]([CH3:21])[CH3:20])[C:14]=1[NH:22][C:23]([NH:25][CH2:26][C:27]1([NH:32][C:33]2[CH:38]=[CH:37][C:36](I)=[CH:35][CH:34]=2)[CH2:31][CH2:30][CH2:29][CH2:28]1)=[O:24])([CH3:12])[CH3:11].C(=O)([O-])[O-].[K+].[K+].O, predict the reaction product. The product is: [C:36]1([C:1]2[CH:6]=[CH:5][CH:4]=[CH:3][CH:2]=2)[CH:35]=[CH:34][C:33]([NH:32][C:27]2([CH2:26][NH:25][C:23]([NH:22][C:14]3[C:13]([CH:10]([CH3:12])[CH3:11])=[CH:18][CH:17]=[CH:16][C:15]=3[CH:19]([CH3:21])[CH3:20])=[O:24])[CH2:28][CH2:29][CH2:30][CH2:31]2)=[CH:38][CH:37]=1. (9) Given the reactants [CH3:1][N:2]1[C:6]2=[N:7][CH:8]=[CH:9][CH:10]=[C:5]2[CH:4]=[C:3]1[C:11]1[CH:16]=[CH:15][CH:14]=[CH:13][CH:12]=1.P(Cl)(Cl)(Cl)=O.[OH-].[Na+].CN(C)[CH:26]=[O:27], predict the reaction product. The product is: [CH3:1][N:2]1[C:6]2=[N:7][CH:8]=[CH:9][CH:10]=[C:5]2[C:4]([CH:26]=[O:27])=[C:3]1[C:11]1[CH:16]=[CH:15][CH:14]=[CH:13][CH:12]=1. (10) Given the reactants Cl.[Cl:2][C:3]1[CH:8]=[CH:7][C:6]([C:9]2[CH:13]=[C:12]([C:14]([NH:16][C:17]3[CH:22]=[CH:21][C:20]([C@H:23]4[O:28][CH2:27][CH2:26][NH:25][CH2:24]4)=[CH:19][CH:18]=3)=[O:15])[NH:11][N:10]=2)=[CH:5][CH:4]=1.[CH3:29]N1C(C(O)=O)=CC(C2C=CC=CC=2)=N1, predict the reaction product. The product is: [ClH:2].[CH3:29][N:11]1[C:12]([C:14]([NH:16][C:17]2[CH:22]=[CH:21][C:20]([C@H:23]3[O:28][CH2:27][CH2:26][NH:25][CH2:24]3)=[CH:19][CH:18]=2)=[O:15])=[CH:13][C:9]([C:6]2[CH:7]=[CH:8][CH:3]=[CH:4][CH:5]=2)=[N:10]1.